From a dataset of NCI-60 drug combinations with 297,098 pairs across 59 cell lines. Regression. Given two drug SMILES strings and cell line genomic features, predict the synergy score measuring deviation from expected non-interaction effect. (1) Drug 1: C1C(C(OC1N2C=NC3=C(N=C(N=C32)Cl)N)CO)O. Drug 2: C1=CC=C(C=C1)NC(=O)CCCCCCC(=O)NO. Cell line: HL-60(TB). Synergy scores: CSS=63.8, Synergy_ZIP=0.742, Synergy_Bliss=-0.590, Synergy_Loewe=-7.71, Synergy_HSA=-0.909. (2) Drug 1: CN1CCC(CC1)COC2=C(C=C3C(=C2)N=CN=C3NC4=C(C=C(C=C4)Br)F)OC. Drug 2: CC1=C(C=C(C=C1)C(=O)NC2=CC(=CC(=C2)C(F)(F)F)N3C=C(N=C3)C)NC4=NC=CC(=N4)C5=CN=CC=C5. Cell line: MOLT-4. Synergy scores: CSS=-3.97, Synergy_ZIP=-0.0766, Synergy_Bliss=-2.97, Synergy_Loewe=-14.7, Synergy_HSA=-9.28. (3) Drug 1: C1CN1C2=NC(=NC(=N2)N3CC3)N4CC4. Drug 2: C(CCl)NC(=O)N(CCCl)N=O. Cell line: NCI/ADR-RES. Synergy scores: CSS=12.8, Synergy_ZIP=-6.33, Synergy_Bliss=-3.53, Synergy_Loewe=-20.3, Synergy_HSA=-6.26. (4) Drug 1: C1C(C(OC1N2C=NC3=C(N=C(N=C32)Cl)N)CO)O. Drug 2: CCC1(CC2CC(C3=C(CCN(C2)C1)C4=CC=CC=C4N3)(C5=C(C=C6C(=C5)C78CCN9C7C(C=CC9)(C(C(C8N6C)(C(=O)OC)O)OC(=O)C)CC)OC)C(=O)OC)O.OS(=O)(=O)O. Cell line: SK-MEL-5. Synergy scores: CSS=19.0, Synergy_ZIP=1.33, Synergy_Bliss=5.75, Synergy_Loewe=3.54, Synergy_HSA=4.29. (5) Drug 1: C1=CC(=CC=C1C#N)C(C2=CC=C(C=C2)C#N)N3C=NC=N3. Drug 2: CC=C1C(=O)NC(C(=O)OC2CC(=O)NC(C(=O)NC(CSSCCC=C2)C(=O)N1)C(C)C)C(C)C. Cell line: KM12. Synergy scores: CSS=15.3, Synergy_ZIP=3.05, Synergy_Bliss=-0.762, Synergy_Loewe=-64.4, Synergy_HSA=-6.55.